Dataset: Catalyst prediction with 721,799 reactions and 888 catalyst types from USPTO. Task: Predict which catalyst facilitates the given reaction. (1) Reactant: O.O.[Sn](Cl)Cl.C(O)C.[F:9][C:10]1[CH:15]=[CH:14][C:13]([N+:16]([O-])=O)=[CH:12][C:11]=1[C:19]1[N:20]=[C:21]([CH3:24])[S:22][CH:23]=1.[OH-].[K+]. Product: [F:9][C:10]1[CH:15]=[CH:14][C:13]([NH2:16])=[CH:12][C:11]=1[C:19]1[N:20]=[C:21]([CH3:24])[S:22][CH:23]=1. The catalyst class is: 126. (2) Reactant: [C:1]1([NH2:8])[CH:6]=[CH:5][CH:4]=[CH:3][C:2]=1[NH2:7].[Cl:9][C:10]1[CH:11]=[C:12]([S:17](Cl)(=[O:19])=[O:18])[CH:13]=[CH:14][C:15]=1[Cl:16]. Product: [NH2:7][C:2]1[CH:3]=[CH:4][CH:5]=[CH:6][C:1]=1[NH:8][S:17]([C:12]1[CH:13]=[CH:14][C:15]([Cl:16])=[C:10]([Cl:9])[CH:11]=1)(=[O:19])=[O:18]. The catalyst class is: 202. (3) Reactant: [Cl:1][C:2]1[CH:7]=[CH:6][N:5]=[C:4]([NH:8][C:9](=[O:19])[C:10]2[CH:15]=[CH:14][CH:13]=[CH:12][C:11]=2[N+:16]([O-])=O)[CH:3]=1.[Cl-].[NH4+].[CH2:22]([OH:24])C. Product: [Cl:1][C:2]1[CH:7]=[CH:6][N:5]=[C:4]([N:8]2[C:9](=[O:19])[C:10]3[C:11](=[CH:12][CH:13]=[CH:14][CH:15]=3)[NH:16][C:22]2=[O:24])[CH:3]=1. The catalyst class is: 6. (4) Reactant: [Cl:1][C:2]1[CH:3]=[C:4]([CH:9]2[O:15][CH2:14][CH2:13][N:12](C(OC(C)(C)C)=O)[CH2:11][CH:10]2[CH2:23][S:24]([CH3:27])(=[O:26])=[O:25])[CH:5]=[CH:6][C:7]=1[Cl:8].C(OCC)(=O)C.Cl. Product: [ClH:1].[Cl:1][C:2]1[CH:3]=[C:4]([CH:9]2[O:15][CH2:14][CH2:13][NH:12][CH2:11][CH:10]2[CH2:23][S:24]([CH3:27])(=[O:26])=[O:25])[CH:5]=[CH:6][C:7]=1[Cl:8]. The catalyst class is: 13. (5) Reactant: [F:1][C:2]([F:14])([F:13])[O:3][C:4]1[CH:12]=[CH:11][C:7]([C:8]([OH:10])=O)=[CH:6][CH:5]=1.CCN(C(C)C)C(C)C.CN(C(ON1N=NC2C=CC=NC1=2)=[N+](C)C)C.F[P-](F)(F)(F)(F)F.[NH2:48][C:49]([C:72]#[N:73])([CH3:71])[CH2:50][O:51][C:52]1[CH:53]=[CH:54][C:55]2[CH2:59][O:58][B:57]([OH:60])[C:56]=2[C:61]=1[CH2:62][NH:63][C:64](=[O:70])[O:65][C:66]([CH3:69])([CH3:68])[CH3:67]. Product: [C:72]([C:49]([NH:48][C:8](=[O:10])[C:7]1[CH:6]=[CH:5][C:4]([O:3][C:2]([F:1])([F:14])[F:13])=[CH:12][CH:11]=1)([CH3:71])[CH2:50][O:51][C:52]1[CH:53]=[CH:54][C:55]2[CH2:59][O:58][B:57]([OH:60])[C:56]=2[C:61]=1[CH2:62][NH:63][C:64](=[O:70])[O:65][C:66]([CH3:67])([CH3:68])[CH3:69])#[N:73]. The catalyst class is: 3. (6) Reactant: [F:1][C:2]1[CH:30]=[CH:29][C:5]2[CH2:6][C:7]3[CH:28]=[CH:27][CH:26]=[CH:25][C:8]=3[C:9]3([CH2:14][CH2:13][CH:12]([N:15]4[CH2:20][CH2:19][CH:18]=[C:17]([C:21]([O:23]C)=[O:22])[CH2:16]4)[CH2:11]3)[CH2:10][C:4]=2[CH:3]=1.[Li+].[OH-]. Product: [F:1][C:2]1[CH:30]=[CH:29][C:5]2[CH2:6][C:7]3[CH:28]=[CH:27][CH:26]=[CH:25][C:8]=3[C:9]3([CH2:14][CH2:13][CH:12]([N:15]4[CH2:20][CH2:19][CH:18]=[C:17]([C:21]([OH:23])=[O:22])[CH2:16]4)[CH2:11]3)[CH2:10][C:4]=2[CH:3]=1. The catalyst class is: 24.